This data is from Reaction yield outcomes from USPTO patents with 853,638 reactions. The task is: Predict the reaction yield, written as a fraction of the theoretical maximum amount of product (1.0 means a 100% yield; for example, 0.34 means a 34% yield). The reactants are [Cl:1][S:2]([OH:5])(=O)=[O:3].[CH3:6][C:7]1[CH:12]=[CH:11][C:10]([N:13]2[CH:17]=[N:16][C:15]([C:18]([F:21])([F:20])[F:19])=[N:14]2)=[C:9]([CH3:22])[CH:8]=1. The catalyst is C(OCC)(=O)C. The product is [CH3:6][C:7]1[CH:8]=[C:9]([CH3:22])[C:10]([N:13]2[CH:17]=[N:16][C:15]([C:18]([F:20])([F:21])[F:19])=[N:14]2)=[CH:11][C:12]=1[S:2]([Cl:1])(=[O:5])=[O:3]. The yield is 0.990.